Dataset: Full USPTO retrosynthesis dataset with 1.9M reactions from patents (1976-2016). Task: Predict the reactants needed to synthesize the given product. (1) The reactants are: [O:1]=[S:2]1(=[O:28])[CH2:10][C:9]2[C:8]([N:11]3[CH2:17][CH2:16][C:15](=[O:18])[NH:14][CH2:13][CH2:12]3)=[N:7][C:6]([C:19]3[CH:24]=[C:23]([F:25])[C:22](F)=[CH:21][C:20]=3[F:27])=[N:5][C:4]=2[CH2:3]1.[CH3:29][S:30](C)=O.C[S-].[Na+]. Given the product [F:27][C:20]1[CH:21]=[C:22]([S:30][CH3:29])[C:23]([F:25])=[CH:24][C:19]=1[C:6]1[N:7]=[C:8]([N:11]2[CH2:17][CH2:16][C:15](=[O:18])[NH:14][CH2:13][CH2:12]2)[C:9]2[CH2:10][S:2](=[O:28])(=[O:1])[CH2:3][C:4]=2[N:5]=1, predict the reactants needed to synthesize it. (2) Given the product [C:60]([NH:1][C@@H:2]1[CH2:3][CH2:4][C@H:5]([N:8]([CH3:30])[C:9]2[C:10]([CH3:29])=[C:11]([CH:25]=[C:26]([Br:28])[CH:27]=2)[C:12]([NH:14][CH2:15][C:16]2[C:17](=[O:24])[NH:18][C:19]([CH3:23])=[CH:20][C:21]=2[CH3:22])=[O:13])[CH2:6][CH2:7]1)(=[O:62])[CH3:61], predict the reactants needed to synthesize it. The reactants are: [NH2:1][C@@H:2]1[CH2:7][CH2:6][C@H:5]([N:8]([CH3:30])[C:9]2[C:10]([CH3:29])=[C:11]([CH:25]=[C:26]([Br:28])[CH:27]=2)[C:12]([NH:14][CH2:15][C:16]2[C:17](=[O:24])[NH:18][C:19]([CH3:23])=[CH:20][C:21]=2[CH3:22])=[O:13])[CH2:4][CH2:3]1.CCN=C=NCCCN(C)C.Cl.C1C=CC2N(O)N=NC=2C=1.C(N(CC)CC)C.[C:60](O)(=[O:62])[CH3:61]. (3) Given the product [N:14]1([CH2:13][C@@H:12]2[CH2:11][CH2:10][N:9]([C@H:34]([C:28]3[CH:33]=[CH:32][CH:31]=[CH:30][CH:29]=3)[CH3:3])[C@@H:8]2[C:6]([NH2:1])=[O:5])[CH2:19][CH2:18][O:17][CH2:16][CH2:15]1, predict the reactants needed to synthesize it. The reactants are: [NH4+:1].[Cl-].[CH4:3].C[O:5][C:6]([C@@H:8]1[C@H:12]([CH2:13][N:14]2[CH2:19][CH2:18][O:17][CH2:16][CH2:15]2)[CH2:11][CH2:10][N:9]1[C@H](C1C=CC=CC=1)C)=O.[C:28]1([CH3:34])[CH:33]=[CH:32][CH:31]=[CH:30][CH:29]=1. (4) Given the product [Cl:1][C:2]1[C:7]([CH3:8])=[C:6]([C:9]2[N:27]([CH2:29][CH2:30][C:31]([N:33]([CH3:35])[CH3:34])=[O:32])[N:28]=[C:11]([NH:14][C:15]3[CH:20]=[C:19]([C:21]([F:24])([F:23])[F:22])[CH:18]=[C:17]([F:25])[CH:16]=3)[CH:10]=2)[CH:5]=[CH:4][N:3]=1, predict the reactants needed to synthesize it. The reactants are: [Cl:1][C:2]1[C:7]([CH3:8])=[C:6]([C:9](=O)[CH:10]=[C:11]([NH:14][C:15]2[CH:20]=[C:19]([C:21]([F:24])([F:23])[F:22])[CH:18]=[C:17]([F:25])[CH:16]=2)SC)[CH:5]=[CH:4][N:3]=1.[NH:27]([CH2:29][CH2:30][C:31]([N:33]([CH3:35])[CH3:34])=[O:32])[NH2:28]. (5) Given the product [Cl:31][C:26]1[CH:25]=[C:24]([C@@H:18]2[C@@H:17]([C:32]3[CH:33]=[CH:34][C:35]([Cl:38])=[CH:36][CH:37]=3)[N:16]([CH:40]([CH3:42])[CH3:39])[C:21](=[O:23])[CH2:20][CH2:19]2)[CH:29]=[CH:28][C:27]=1[F:30], predict the reactants needed to synthesize it. The reactants are: C(O[BH-](OC(=O)C)OC(=O)C)(=O)C.[Na+].Cl.[NH2:16][C@H:17]([C:32]1[CH:37]=[CH:36][C:35]([Cl:38])=[CH:34][CH:33]=1)[C@@H:18]([C:24]1[CH:29]=[CH:28][C:27]([F:30])=[C:26]([Cl:31])[CH:25]=1)[CH2:19][CH2:20][C:21]([OH:23])=O.[CH3:39][C:40]([CH3:42])=O.ClC(Cl)C.